This data is from Forward reaction prediction with 1.9M reactions from USPTO patents (1976-2016). The task is: Predict the product of the given reaction. (1) Given the reactants Br[C:2]1[CH:3]=[CH:4][CH:5]=[C:6]2[C:10]=1[NH:9][C:8]([C:11]([O:13][CH2:14][CH3:15])=[O:12])=[C:7]2[CH2:16][CH2:17][CH2:18][O:19][C:20]1[CH:25]=[C:24]([CH3:26])[C:23]([Cl:27])=[C:22]([CH3:28])[CH:21]=1.[CH2:29]([N:31]1[C:35](B2OC(C)(C)C(C)(C)O2)=[CH:34][CH:33]=[N:32]1)[CH3:30], predict the reaction product. The product is: [Cl:27][C:23]1[C:24]([CH3:26])=[CH:25][C:20]([O:19][CH2:18][CH2:17][CH2:16][C:7]2[C:6]3[C:10](=[C:2]([C:35]4[N:31]([CH2:29][CH3:30])[N:32]=[CH:33][CH:34]=4)[CH:3]=[CH:4][CH:5]=3)[NH:9][C:8]=2[C:11]([O:13][CH2:14][CH3:15])=[O:12])=[CH:21][C:22]=1[CH3:28]. (2) Given the reactants [C:1]([N:5]1[C:9]([C:10]2[CH:15]=[CH:14][CH:13]=[CH:12][CH:11]=2)=[CH:8][C:7]([CH2:16][NH2:17])=[N:6]1)([CH3:4])([CH3:3])[CH3:2].C(N(CC)CC)C.[C:25]1([S:31](Cl)(=[O:33])=[O:32])[CH:30]=[CH:29][CH:28]=[CH:27][CH:26]=1.O, predict the reaction product. The product is: [C:1]([N:5]1[C:9]([C:10]2[CH:11]=[CH:12][CH:13]=[CH:14][CH:15]=2)=[CH:8][C:7]([CH2:16][NH:17][S:31]([C:25]2[CH:30]=[CH:29][CH:28]=[CH:27][CH:26]=2)(=[O:33])=[O:32])=[N:6]1)([CH3:4])([CH3:3])[CH3:2]. (3) Given the reactants [CH3:1][O:2][C:3]([C@H:5]1[CH2:10][CH2:9][C@H:8]([C:11]([OH:13])=O)[CH2:7][CH2:6]1)=[O:4].ON1C2C=CC=CC=2N=N1.[CH3:24][N:25]([CH3:30])[CH2:26][CH2:27][NH:28][CH3:29].C(=O)([O-])O.[Na+], predict the reaction product. The product is: [CH3:24][N:25]([CH3:30])[CH2:26][CH2:27][N:28]([CH3:29])[C:11]([C@H:8]1[CH2:7][CH2:6][C@H:5]([C:3]([O:2][CH3:1])=[O:4])[CH2:10][CH2:9]1)=[O:13].